The task is: Predict which catalyst facilitates the given reaction.. This data is from Catalyst prediction with 721,799 reactions and 888 catalyst types from USPTO. (1) Reactant: [NH:1]1[CH2:7][CH2:6][CH2:5][NH:4][CH2:3][C:2]1=[O:8].[C:9](O[C:9]([O:11][C:12]([CH3:15])([CH3:14])[CH3:13])=[O:10])([O:11][C:12]([CH3:15])([CH3:14])[CH3:13])=[O:10]. Product: [O:8]=[C:2]1[NH:1][CH2:7][CH2:6][CH2:5][N:4]([C:9]([O:11][C:12]([CH3:15])([CH3:14])[CH3:13])=[O:10])[CH2:3]1. The catalyst class is: 1. (2) Reactant: [OH-].[K+].[CH3:3]C1C=CC(S(N(N=O)C)(=O)=O)=CC=1.C(O)CO.CCOCC.[NH:26]1[C:30]2[CH:31]=[C:32]([N:35]3[CH:39]([C:40]4[CH:45]=[CH:44][CH:43]=[C:42]([F:46])[C:41]=4[F:47])[C:38]([C:48]4[CH:53]=[CH:52][CH:51]=[CH:50][CH:49]=4)=[C:37]([OH:54])[C:36]3=[O:55])[CH:33]=[CH:34][C:29]=2[N:28]=[CH:27]1. Product: [NH:26]1[C:30]2[CH:31]=[C:32]([N:35]3[CH:39]([C:40]4[CH:45]=[CH:44][CH:43]=[C:42]([F:46])[C:41]=4[F:47])[C:38]([C:48]4[CH:53]=[CH:52][CH:51]=[CH:50][CH:49]=4)=[C:37]([O:54][CH3:3])[C:36]3=[O:55])[CH:33]=[CH:34][C:29]=2[N:28]=[CH:27]1. The catalyst class is: 5. (3) Reactant: [OH:1][C:2]1[CH:7]=[C:6]([CH3:8])[C:5]([CH:9]2[C:13](=[O:14])[CH:12]([CH2:15][CH:16]3[CH2:21][CH2:20][O:19][CH2:18][CH2:17]3)[CH2:11][C:10]2=[O:22])=[C:4]([CH3:23])[CH:3]=1.Cl[C:25]1[CH:34]=[CH:33][C:32]2[C:27](=[CH:28][CH:29]=[C:30]([Cl:35])[CH:31]=2)[N:26]=1.C(=O)([O-])[O-].[K+].[K+]. Product: [Cl:35][C:30]1[CH:31]=[C:32]2[C:27](=[CH:28][CH:29]=1)[N:26]=[C:25]([O:1][C:2]1[CH:3]=[C:4]([CH3:23])[C:5]([CH:9]3[C:13](=[O:14])[CH:12]([CH2:15][CH:16]4[CH2:21][CH2:20][O:19][CH2:18][CH2:17]4)[CH2:11][C:10]3=[O:22])=[C:6]([CH3:8])[CH:7]=1)[CH:34]=[CH:33]2. The catalyst class is: 9. (4) Reactant: [CH3:1][O:2][C:3]([C:5]1[N:6]=[CH:7][C:8]2[C:13]([C:14]=1[OH:15])=[CH:12][CH:11]=[C:10]([CH2:16][C:17]1[CH:22]=[CH:21][CH:20]=[CH:19][CH:18]=1)[CH:9]=2)=[O:4].[Br:23]N1C(=O)CCC1=O. Product: [CH3:1][O:2][C:3]([C:5]1[N:6]=[C:7]([Br:23])[C:8]2[C:13]([C:14]=1[OH:15])=[CH:12][CH:11]=[C:10]([CH2:16][C:17]1[CH:22]=[CH:21][CH:20]=[CH:19][CH:18]=1)[CH:9]=2)=[O:4]. The catalyst class is: 4. (5) Reactant: Br[C:2]1[CH:3]=[C:4]([NH:10][C:11]2[CH:21]=[C:14]3[CH2:15][N:16]([CH3:20])[C:17](=[O:19])[CH2:18][N:13]3[N:12]=2)[C:5](=[O:9])[N:6]([CH3:8])[CH:7]=1.[B:22]1([B:22]2[O:26][C:25]([CH3:28])([CH3:27])[C:24]([CH3:30])([CH3:29])[O:23]2)[O:26][C:25]([CH3:28])([CH3:27])[C:24]([CH3:30])([CH3:29])[O:23]1.CC(C1C=C(C(C)C)C(C2C=CC=CC=2P(C2CCCCC2)C2CCCCC2)=C(C(C)C)C=1)C.C([O-])(=O)C.[K+]. Product: [CH3:20][N:16]1[C:17](=[O:19])[CH2:18][N:13]2[N:12]=[C:11]([NH:10][C:4]3[C:5](=[O:9])[N:6]([CH3:8])[CH:7]=[C:2]([B:22]4[O:26][C:25]([CH3:28])([CH3:27])[C:24]([CH3:30])([CH3:29])[O:23]4)[CH:3]=3)[CH:21]=[C:14]2[CH2:15]1. The catalyst class is: 102. (6) Reactant: [Cl:1][C:2]1[C:7]([Cl:8])=[CH:6][C:5]([NH:9][CH2:10][C:11]([OH:13])=O)=[C:4]([OH:14])[CH:3]=1.[N:15]1([CH:21]2[CH2:24][N:23]([C:25]([O:27][C:28]([CH3:31])([CH3:30])[CH3:29])=[O:26])[CH2:22]2)[CH2:20][CH2:19][NH:18][CH2:17][CH2:16]1.CCN=C=NCCCN(C)C.Cl.C1C=CC2N(O)N=NC=2C=1.CCN(CC)CC. Product: [Cl:1][C:2]1[C:7]([Cl:8])=[CH:6][C:5]([NH:9][CH2:10][C:11]([N:18]2[CH2:19][CH2:20][N:15]([CH:21]3[CH2:22][N:23]([C:25]([O:27][C:28]([CH3:31])([CH3:30])[CH3:29])=[O:26])[CH2:24]3)[CH2:16][CH2:17]2)=[O:13])=[C:4]([OH:14])[CH:3]=1. The catalyst class is: 18. (7) Reactant: Br[C:2]1[CH:16]=[N:15][C:5]2[NH:6][C:7]3[CH:12]=[N:11][C:10]([C:13]#[N:14])=[CH:9][C:8]=3[C:4]=2[CH:3]=1.[Cl-].[Li+].CCN(C(C)C)C(C)C.C([Sn](CCCC)(CCCC)[C:33]1[S:34][CH:35]=[CH:36][N:37]=1)CCC.[F-].[K+]. Product: [S:34]1[CH:35]=[CH:36][N:37]=[C:33]1[C:2]1[CH:16]=[N:15][C:5]2[NH:6][C:7]3[CH:12]=[N:11][C:10]([C:13]#[N:14])=[CH:9][C:8]=3[C:4]=2[CH:3]=1. The catalyst class is: 128. (8) Reactant: [CH3:1][O:2][C:3]1[CH:4]=[C:5]([C:11]2[CH2:16][C:15]([CH3:18])([CH3:17])[C:14](=[O:19])[N:13]([CH:20]3[CH2:25][CH2:24][N:23]([C:26](=[O:43])[C@@H:27]([NH:35]C(=O)OC(C)(C)C)[CH2:28][C:29]4[CH:34]=[CH:33][CH:32]=[CH:31][CH:30]=4)[CH2:22][CH2:21]3)[N:12]=2)[CH:6]=[CH:7][C:8]=1[O:9][CH3:10]. Product: [NH2:35][C@@H:27]([CH2:28][C:29]1[CH:34]=[CH:33][CH:32]=[CH:31][CH:30]=1)[C:26]([N:23]1[CH2:22][CH2:21][CH:20]([N:13]2[C:14](=[O:19])[C:15]([CH3:18])([CH3:17])[CH2:16][C:11]([C:5]3[CH:6]=[CH:7][C:8]([O:9][CH3:10])=[C:3]([O:2][CH3:1])[CH:4]=3)=[N:12]2)[CH2:25][CH2:24]1)=[O:43]. The catalyst class is: 89. (9) Reactant: [O:1]=[C:2]([O:20][CH2:21][CH:21]([O:20][C:2](=[O:1])[CH2:3][CH2:4][CH2:5][CH2:6][CH2:7][CH2:8][CH2:9]/[CH:10]=[CH:11]\[CH2:12][CH2:13][CH2:14][CH2:15][CH2:16][CH2:17][CH2:18][CH3:19])[CH2:21][O:20][C:2](=[O:1])[CH2:3][CH2:4][CH2:5][CH2:6][CH2:7][CH2:8][CH2:9]/[CH:10]=[CH:11]\[CH2:12][CH2:13][CH2:14][CH2:15][CH2:16][CH2:17][CH2:18][CH3:19])[CH2:3][CH2:4][CH2:5][CH2:6][CH2:7][CH2:8][CH2:9]/[CH:10]=[CH:11]\[CH2:12][CH2:13][CH2:14][CH2:15][CH2:16][CH2:17][CH2:18][CH3:19].CO. Product: [C:2]([O:20][CH3:21])(=[O:1])[CH2:3][CH2:4][CH2:5][CH2:6][CH2:7][CH2:8][CH2:9]/[CH:10]=[CH:11]\[CH2:12][CH2:13][CH2:14][CH2:15][CH2:16][CH2:17][CH2:18][CH3:19]. The catalyst class is: 610. (10) Reactant: [CH3:1][O:2][C:3]1[CH:4]=[C:5]([CH:13](OC(=O)C)[C:14]([N:16]([CH3:30])[CH2:17][C:18]2[CH:23]=[CH:22][CH:21]=[C:20]([O:24][CH3:25])[C:19]=2[O:26][CH:27]([CH3:29])[CH3:28])=[O:15])[CH:6]=[C:7]([O:11][CH3:12])[C:8]=1[O:9][CH3:10].FC(F)(F)C(O)=O. Product: [CH3:30][N:16]1[C:14](=[O:15])[CH:13]([C:5]2[CH:4]=[C:3]([O:2][CH3:1])[C:8]([O:9][CH3:10])=[C:7]([O:11][CH3:12])[CH:6]=2)[C:23]2[C:18](=[C:19]([O:26][CH:27]([CH3:29])[CH3:28])[C:20]([O:24][CH3:25])=[CH:21][CH:22]=2)[CH2:17]1. The catalyst class is: 4.